This data is from Forward reaction prediction with 1.9M reactions from USPTO patents (1976-2016). The task is: Predict the product of the given reaction. (1) Given the reactants [N+:1]([C:4]1[CH:10]=[CH:9][CH:8]=[C:6]([OH:7])[C:5]=1[OH:11])([O-:3])=[O:2].[F-].[Cs+].Br[CH:15](Br)[CH3:16], predict the reaction product. The product is: [N+:1]([C:4]1[C:5]2[O:11][CH2:16][CH2:15][O:7][C:6]=2[CH:8]=[CH:9][CH:10]=1)([O-:3])=[O:2]. (2) Given the reactants [F:1][C:2]1[CH:21]=[CH:20][C:5]([CH2:6][C:7]2[C:8](=[O:19])[O:9][C:10]3[C:15]([C:16]=2[CH3:17])=[CH:14][CH:13]=[C:12]([OH:18])[CH:11]=3)=[CH:4][CH:3]=1.[CH3:22][N:23]([C:27]1[CH:32]=[CH:31][CH:30]=[CH:29][CH:28]=1)[C:24](Cl)=[O:25], predict the reaction product. The product is: [F:1][C:2]1[CH:3]=[CH:4][C:5]([CH2:6][C:7]2[C:8](=[O:19])[O:9][C:10]3[C:15]([C:16]=2[CH3:17])=[CH:14][CH:13]=[C:12]([O:18][C:24](=[O:25])[N:23]([CH3:22])[C:27]2[CH:32]=[CH:31][CH:30]=[CH:29][CH:28]=2)[CH:11]=3)=[CH:20][CH:21]=1. (3) Given the reactants [F:1][C:2]1[CH:18]=[CH:17][CH:16]=[CH:15][C:3]=1[CH2:4][C:5]1[C:9]([C:10]([O:12][CH2:13][CH3:14])=[O:11])=[CH:8][NH:7][N:6]=1.[C:19](=[O:22])([O-])[O-].[K+].[K+], predict the reaction product. The product is: [F:1][C:2]1[CH:18]=[CH:17][CH:16]=[CH:15][C:3]=1[CH2:4][C:5]1[C:9]([C:10]([O:12][CH2:13][CH3:14])=[O:11])=[CH:8][N:7]([CH2:4][C:3]2[CH:15]=[CH:16][C:17]([O:22][CH3:19])=[CH:18][CH:2]=2)[N:6]=1. (4) Given the reactants [CH3:1][C:2]([C:5]1[CH:10]=[CH:9][C:8]([CH2:11][N:12]2[C:17](=[O:18])[C:16]([C:19]([NH:21][CH2:22][C:23]([O:25]C)=[O:24])=[O:20])=[C:15]([OH:27])[N:14]=[C:13]2[C:28]2([C:33]3[CH:38]=[CH:37][CH:36]=[CH:35][CH:34]=3)[CH2:32][CH2:31][CH2:30][CH2:29]2)=[CH:7][CH:6]=1)([CH3:4])[CH3:3].[OH-].[Na+].Cl, predict the reaction product. The product is: [CH3:4][C:2]([C:5]1[CH:6]=[CH:7][C:8]([CH2:11][N:12]2[C:17](=[O:18])[C:16]([C:19]([NH:21][CH2:22][C:23]([OH:25])=[O:24])=[O:20])=[C:15]([OH:27])[N:14]=[C:13]2[C:28]2([C:33]3[CH:34]=[CH:35][CH:36]=[CH:37][CH:38]=3)[CH2:32][CH2:31][CH2:30][CH2:29]2)=[CH:9][CH:10]=1)([CH3:1])[CH3:3]. (5) Given the reactants O.O.[Sn](Cl)Cl.[N+:6]([C:9]1[CH:10]=[C:11]([NH:16][C:17](=[O:26])[C:18]2[CH:23]=[CH:22][C:21]([C:24]#[N:25])=[CH:20][CH:19]=2)[CH:12]=[CH:13][C:14]=1[CH3:15])([O-])=O.[OH-].[Na+], predict the reaction product. The product is: [NH2:6][C:9]1[CH:10]=[C:11]([NH:16][C:17](=[O:26])[C:18]2[CH:23]=[CH:22][C:21]([C:24]#[N:25])=[CH:20][CH:19]=2)[CH:12]=[CH:13][C:14]=1[CH3:15]. (6) The product is: [N:29]1([C:2]2[CH:7]=[C:6]([NH:8][C:9]3[CH:10]=[CH:11][C:12]([O:15][C:16]([F:19])([F:18])[F:17])=[CH:13][CH:14]=3)[N:5]=[C:4]([C:20]3[CH:21]=[C:22]([C:26](=[O:28])[CH3:27])[CH:23]=[CH:24][CH:25]=3)[N:3]=2)[CH2:34][CH2:33][O:32][CH2:31][CH2:30]1. Given the reactants Cl[C:2]1[CH:7]=[C:6]([NH:8][C:9]2[CH:14]=[CH:13][C:12]([O:15][C:16]([F:19])([F:18])[F:17])=[CH:11][CH:10]=2)[N:5]=[C:4]([C:20]2[CH:21]=[C:22]([C:26](=[O:28])[CH3:27])[CH:23]=[CH:24][CH:25]=2)[N:3]=1.[NH:29]1[CH2:34][CH2:33][O:32][CH2:31][CH2:30]1, predict the reaction product. (7) Given the reactants Cl[N:2]1[CH:7]=[C:6]([N+:8]([O-:10])=[O:9])[CH:5]=[C:4]([N+:11]([O-:13])=[O:12])[CH2:3]1.[OH:14][CH2:15][C:16](=[O:18])[CH3:17].C(=O)([O-])[O-].[K+].[K+], predict the reaction product. The product is: [N+:11]([C:4]1[C:3]([O:14][CH2:15][C:16](=[O:18])[CH3:17])=[N:2][CH:7]=[C:6]([N+:8]([O-:10])=[O:9])[CH:5]=1)([O-:13])=[O:12]. (8) Given the reactants [NH2:1][C:2]1[CH:9]=[C:8](Cl)[C:5]([C:6]#[N:7])=[CH:4][N:3]=1.[OH:11][C:12]1([CH3:18])[CH2:17][CH2:16][NH:15][CH2:14][CH2:13]1, predict the reaction product. The product is: [NH2:1][C:2]1[CH:9]=[C:8]([N:15]2[CH2:16][CH2:17][C:12]([OH:11])([CH3:18])[CH2:13][CH2:14]2)[C:5]([C:6]#[N:7])=[CH:4][N:3]=1.